This data is from Experimentally validated miRNA-target interactions with 360,000+ pairs, plus equal number of negative samples. The task is: Binary Classification. Given a miRNA mature sequence and a target amino acid sequence, predict their likelihood of interaction. (1) The miRNA is hsa-miR-4699-5p with sequence AGAAGAUUGCAGAGUAAGUUCC. The protein sequence of the target gene is MGTTSDEMVSVEQTSSSSLNPLCFECGQQHWTRENHLYNYQNEVDDDLVCHICLQPLLQPLDTPCGHTFCYKCLRNFLQEKDFCPLDRKRLHFKLCKKSSILVHKLLDKLLVLCPFSSVCKDVMQRCDLEAHLKNRCPGASHRRVALERRKTSRTQAEIENENGPTLLDPAGTLSPEADCLGTGAVPVERHLTSASLSTWSEEPGLDNPAFEESAGADTTQQPLSLPEGEITTIEIHRSNPYIQLGISIVGGNETPLINIVIQEVYRDGVIARDGRLLAGDQILQVNNYNISNVSHNYAR.... Result: 0 (no interaction). (2) The miRNA is hsa-miR-1205 with sequence UCUGCAGGGUUUGCUUUGAG. The protein sequence of the target gene is MGMKHSSRCLLLRRKMAENAAESTEVNSPPSQPPQPVVPAKPVQCVHHVSTQPSCPGRGKMSKLLNPEEMTSRDYYFDSYAHFGIHEEMLKDEVRTLTYRNSMYHNKHVFKDKVVLDVGSGTGILSMFAAKAGAKKVFGIECSSISDYSEKIIKANHLDNIITIFKGKVEEVELPVEKVDIIISEWMGYCLFYESMLNTVIFARDKWLKPGGLMFPDRAALYVVAIEDRQYKDFKIHWWENVYGFDMTCIRDVAMKEPLVDIVDPKQVVTNACLIKEVDIYTVKTEELSFTSAFCLQIQR.... Result: 0 (no interaction). (3) The miRNA is hsa-miR-3159 with sequence UAGGAUUACAAGUGUCGGCCAC. The protein sequence of the target gene is MQNVINTVKGKALEVAEYLTPVLKESKFKETGVITPEEFVAAGDHLVHHCPTWQWATGEELKVKAYLPTGKQFLVTKNVPCYKRCKQMEYSDELEAIIEEDDGDGGWVDTYHNTGITGITEAVKEITLENKDNIRLQDCSALCEEEEDEDEGEAADMEEYEESGLLETDEATLDTRKIVEACKAKTDAGGEDAILQTRTYDLYITYDKYYQTPRLWLFGYDEQRQPLTVEHMYEDISQDHVKKTVTIENHPHLPPPPMCSVHPCRHAEVMKKIIETVAEGGGELGVHMYLLIFLKFVQAV.... Result: 0 (no interaction). (4) The miRNA is hsa-miR-214-3p with sequence ACAGCAGGCACAGACAGGCAGU. The protein sequence of the target gene is MAPEQWEATSQVSLTFEDVAVLFTRDEWKKLVPSQRSLYREVMLENYSNLASLGFPFTKPKVISLLQQGEDPWKVEEEGPGGFSLGLKCSQRTTKSTQTQDSSFRELIMRKSKRKEPWNMKSENLSIHEGKLEEKWDVNASTIERSYKSNELSPKSHREKRSSECEKQISYLSNPLGITPDKRYKCSMCEKTFINTSSLRKHEKNHSGEKLFKCKECSKAFSQSSALIQHQITHTGEKPYVCKECGKAFTLSTSLYKHLRTHTVEKSYRCKECGKSFGRRSGLFIHQKVHAGENPYKYNP.... Result: 0 (no interaction). (5) The miRNA is hsa-miR-4673 with sequence UCCAGGCAGGAGCCGGACUGGA. The protein sequence of the target gene is MYQGEFGLNMKLGYGKFSWPTGESYHGQFYRDHCHGLGTYMWPDGSSFTGTFYLSHREGYGTMYMKTRLFQGLYKADQRFGPGVETYPDGSQDVGLWFREQLIKLCTQIPSGFSLLRYPEFSSFITHSPARISLSEEEKTEWGLQEGQDPFFYDYKRFLLNDNLTLPPEMYVYSTNSDHLPMTSSFRKELDARIFLNEIPPFVEDGEPWFIINETPLLVKIQKQTYKFRNKPAHTSWNMGAILEGKRSGFAPCGPKEQLSMEMILKAEEGNHEWICRILKDNFASADVADAKGYTVLAAA.... Result: 1 (interaction). (6) The miRNA is hsa-miR-4453 with sequence GAGCUUGGUCUGUAGCGGUU. Result: 0 (no interaction). The protein sequence of the target gene is MPTLNTSASPPTFFWANASGGSVLSADDAPMPVKFLALRLMVALAYGLVGAIGLLGNLAVLWVLSNCARRAPGPPSDTFVFNLALADLGLALTLPFWAAESALDFHWPFGGALCKMVLTATVLNVYASIFLITALSVARYWVVAMAAGPGTHLSLFWARIATLAVWAAAALVTVPTAVFGVEGEVCGVRLCLLRFPSRYWLGAYQLQRVVLAFMVPLGVITTSYLLLLAFLQRRQRRRQDSRVVARSVRILVASFFLCWFPNHVVTLWGVLVKFDLVPWNSTFYTIQTYVFPVTTCLAHS....